From a dataset of Reaction yield outcomes from USPTO patents with 853,638 reactions. Predict the reaction yield, written as a fraction of the theoretical maximum amount of product (1.0 means a 100% yield; for example, 0.34 means a 34% yield). (1) The yield is 0.430. The reactants are [Cl:1][C:2]1[CH:7]=[CH:6][C:5]([CH2:8][C:9]([OH:11])=O)=[CH:4][CH:3]=1.[CH3:12][C:13]1(C)[O:18]C(=O)[CH2:16][C:15](=O)[O:14]1. No catalyst specified. The product is [Cl:1][C:2]1[CH:3]=[CH:4][C:5]([CH2:8][C:9](=[O:11])[CH2:12][C:13]([O:14][CH2:15][CH3:16])=[O:18])=[CH:6][CH:7]=1. (2) The reactants are [CH3:1][C:2]1[O:6][N:5]=[C:4]([C:7]2[CH:12]=[CH:11][N:10]=[CH:9][CH:8]=2)[C:3]=1[CH2:13][O:14][C:15]1[CH:23]=[CH:22][C:18]([C:19]([OH:21])=O)=[CH:17][N:16]=1.[NH:24]1[CH2:29][CH2:28][O:27][CH2:26][CH2:25]1. No catalyst specified. The product is [CH3:1][C:2]1[O:6][N:5]=[C:4]([C:7]2[CH:8]=[CH:9][N:10]=[CH:11][CH:12]=2)[C:3]=1[CH2:13][O:14][C:15]1[N:16]=[CH:17][C:18]([C:19]([N:24]2[CH2:29][CH2:28][O:27][CH2:26][CH2:25]2)=[O:21])=[CH:22][CH:23]=1. The yield is 0.510. (3) The reactants are OS(O)(=O)=O.[S:6]1[CH:10]=[CH:9][CH:8]=[C:7]1[CH2:11][CH2:12][CH2:13][C:14]([OH:16])=[O:15].[CH3:17]O. No catalyst specified. The product is [S:6]1[CH:10]=[CH:9][CH:8]=[C:7]1[CH2:11][CH2:12][CH2:13][C:14]([O:16][CH3:17])=[O:15]. The yield is 0.890. (4) The reactants are [CH2:1]1[CH:5]2[CH2:6][NH:7][CH2:8][CH:4]2[CH2:3][N:2]1[C:9]1[N:14]=[CH:13][C:12]([C:15]([O:17][CH2:18][CH3:19])=[O:16])=[CH:11][N:10]=1.[CH:20]1[C:29]2[C:24](=[CH:25][CH:26]=[CH:27][CH:28]=2)[CH:23]=[CH:22][C:21]=1[S:30](Cl)(=[O:32])=[O:31].O. The catalyst is N1C=CC=CC=1. The product is [CH:20]1[C:29]2[C:24](=[CH:25][CH:26]=[CH:27][CH:28]=2)[CH:23]=[CH:22][C:21]=1[S:30]([N:7]1[CH2:6][CH:5]2[CH2:1][N:2]([C:9]3[N:14]=[CH:13][C:12]([C:15]([O:17][CH2:18][CH3:19])=[O:16])=[CH:11][N:10]=3)[CH2:3][CH:4]2[CH2:8]1)(=[O:31])=[O:32]. The yield is 0.510.